Dataset: Forward reaction prediction with 1.9M reactions from USPTO patents (1976-2016). Task: Predict the product of the given reaction. (1) Given the reactants [CH2:1]([C:5]1[CH:6]=[C:7]2[C:12](=[C:13]([O:15][CH:16]3[CH2:21][CH2:20][NH:19][CH2:18][CH2:17]3)[CH:14]=1)[N:11]=[CH:10][CH:9]=[CH:8]2)[CH2:2][CH2:3][CH3:4].[CH3:22][C:23]([O:26][C:27]([N:29]1[CH2:34][CH2:33][CH:32]([CH2:35][CH:36]=O)[CH2:31][CH2:30]1)=[O:28])([CH3:25])[CH3:24].C(O)(=O)C.C(O[BH-](OC(=O)C)OC(=O)C)(=O)C.[Na+], predict the reaction product. The product is: [CH2:1]([C:5]1[CH:6]=[C:7]2[C:12](=[C:13]([O:15][CH:16]3[CH2:17][CH2:18][N:19]([CH2:36][CH2:35][CH:32]4[CH2:31][CH2:30][N:29]([C:27]([O:26][C:23]([CH3:22])([CH3:25])[CH3:24])=[O:28])[CH2:34][CH2:33]4)[CH2:20][CH2:21]3)[CH:14]=1)[N:11]=[CH:10][CH:9]=[CH:8]2)[CH2:2][CH2:3][CH3:4]. (2) Given the reactants [CH3:1][O:2][C:3]1[C:8](=O)[CH:7]=[CH:6][NH:5][C:4]=1[CH3:10].P(Cl)(Cl)([Cl:13])=O, predict the reaction product. The product is: [Cl:13][C:8]1[CH:7]=[CH:6][N:5]=[C:4]([CH3:10])[C:3]=1[O:2][CH3:1]. (3) Given the reactants [C:1]([O:5][C:6]([N:8]1[CH2:13][CH2:12][CH:11](OS(C)(=O)=O)[CH2:10][CH2:9]1)=[O:7])([CH3:4])([CH3:3])[CH3:2].[C:19]([O-:22])(=[S:21])[CH3:20].[K+].O.CC(OC)(C)C, predict the reaction product. The product is: [C:1]([O:5][C:6]([N:8]1[CH2:9][CH2:10][CH:11]([S:21][C:19](=[O:22])[CH3:20])[CH2:12][CH2:13]1)=[O:7])([CH3:2])([CH3:3])[CH3:4]. (4) Given the reactants O=[C:2]1[CH2:7][CH2:6][CH:5]([C:8]([O:10][CH2:11][CH3:12])=[O:9])[CH2:4][CH2:3]1.Br[C:14](Br)([F:16])[F:15].C1(P(C2C=CC=CC=2)C2C=CC=CC=2)C=CC=CC=1.N#N, predict the reaction product. The product is: [F:15][C:14]([F:16])=[C:2]1[CH2:7][CH2:6][CH:5]([C:8]([O:10][CH2:11][CH3:12])=[O:9])[CH2:4][CH2:3]1. (5) Given the reactants [I:1][C:2]1[C:10]2[C:5](=[CH:6][CH:7]=[C:8]([N+:11]([O-:13])=[O:12])[CH:9]=2)[NH:4][CH:3]=1.[H-].[Na+].Cl[CH:17]1[O:21][CH:20]([CH2:22][O:23][C:24](=[O:32])[C:25]2[CH:30]=[CH:29][C:28]([CH3:31])=[CH:27][CH:26]=2)[CH:19]([O:33][C:34](=[O:42])[C:35]2[CH:40]=[CH:39][C:38]([CH3:41])=[CH:37][CH:36]=2)[CH2:18]1, predict the reaction product. The product is: [I:1][C:2]1[C:10]2[C:5](=[CH:6][CH:7]=[C:8]([N+:11]([O-:13])=[O:12])[CH:9]=2)[N:4]([CH:17]2[O:21][CH:20]([CH2:22][O:23][C:24](=[O:32])[C:25]3[CH:26]=[CH:27][C:28]([CH3:31])=[CH:29][CH:30]=3)[CH:19]([O:33][C:34](=[O:42])[C:35]3[CH:36]=[CH:37][C:38]([CH3:41])=[CH:39][CH:40]=3)[CH2:18]2)[CH:3]=1. (6) The product is: [Br:8][C:3]1[CH:4]=[CH:5][CH:6]=[CH:7][C:2]=1[N:20]1[CH2:21][CH2:22][CH:18]([N:16]([C:14]([O:13][C:9]([CH3:12])([CH3:11])[CH3:10])=[O:15])[CH3:17])[CH2:19]1. Given the reactants Br[C:2]1[CH:7]=[CH:6][CH:5]=[CH:4][C:3]=1[Br:8].[C:9]([O:13][C:14]([N:16]([CH:18]1[CH2:22][CH2:21][NH:20][CH2:19]1)[CH3:17])=[O:15])([CH3:12])([CH3:11])[CH3:10], predict the reaction product. (7) The product is: [CH3:1][N:2]([CH:3]1[CH2:8][CH2:7][C:6]([C:9]2[C:17]3[C:12](=[CH:13][C:14]([N+:18]([O-:20])=[O:19])=[CH:15][CH:16]=3)[NH:11][CH:10]=2)=[CH:5][CH2:4]1)[C:33](=[O:34])[O:32][C:29]([CH3:31])([CH3:30])[CH3:28]. Given the reactants [CH3:1][NH:2][CH:3]1[CH2:8][CH2:7][C:6]([C:9]2[C:17]3[C:12](=[CH:13][C:14]([N+:18]([O-:20])=[O:19])=[CH:15][CH:16]=3)[NH:11][CH:10]=2)=[CH:5][CH2:4]1.CCN(CC)CC.[CH3:28][C:29]([O:32][C:33](O[C:33]([O:32][C:29]([CH3:31])([CH3:30])[CH3:28])=[O:34])=[O:34])([CH3:31])[CH3:30], predict the reaction product. (8) Given the reactants [C:1]([C:3]1[CH:4]=[C:5]([CH:10]2[CH2:15][CH:14]([NH:16][C:17](=[O:24])[C:18]3[CH:23]=[CH:22][CH:21]=[CH:20][N:19]=3)[C:13](=O)[CH2:12][CH2:11]2)[CH:6]=[C:7]([F:9])[CH:8]=1)#[N:2].CC[N+](S(N=C(OC)[O-])(=O)=O)(CC)CC, predict the reaction product. The product is: [F:9][C:7]1[CH:8]=[C:3]([CH:4]=[C:5]([CH:10]2[CH2:15][C:14]3[N:16]=[C:17]([C:18]4[CH:23]=[CH:22][CH:21]=[CH:20][N:19]=4)[O:24][C:13]=3[CH2:12][CH2:11]2)[CH:6]=1)[C:1]#[N:2]. (9) Given the reactants IC1[CH:7]=[CH:6][N:5]=[CH:4][C:3]=1[NH:8][C:9](=O)C(C)(C)C.Cl[CH2:16][CH2:17][CH2:18][C:19]#[CH:20].O.C(OCC)(=O)C, predict the reaction product. The product is: [CH2:17]1[C:18]2=[CH:19][C:20]3[CH:7]=[CH:6][N:5]=[CH:4][C:3]=3[N:8]2[CH2:9][CH2:16]1.